Dataset: Full USPTO retrosynthesis dataset with 1.9M reactions from patents (1976-2016). Task: Predict the reactants needed to synthesize the given product. (1) Given the product [Br-:1].[CH2:12]([C:9]1[CH:10]=[CH:11][C:6]([C:5]#[C:4][CH2:3][CH2:2][N+:20]2[CH:21]=[CH:22][CH:23]=[C:18]([CH2:16][CH3:17])[CH:19]=2)=[CH:7][CH:8]=1)[CH2:13][CH2:14][CH3:15], predict the reactants needed to synthesize it. The reactants are: [Br:1][CH2:2][CH2:3][C:4]#[C:5][C:6]1[CH:11]=[CH:10][C:9]([CH2:12][CH2:13][CH2:14][CH3:15])=[CH:8][CH:7]=1.[CH2:16]([C:18]1[CH:19]=[N:20][CH:21]=[CH:22][CH:23]=1)[CH3:17]. (2) The reactants are: [C:1]([O:5][CH2:6][CH3:7])(=[O:4])[CH2:2][OH:3].C(N(CC)CC)C.[CH3:15][C:16]([Si:19](Cl)([C:26]1[CH:31]=[CH:30][CH:29]=[CH:28][CH:27]=1)[C:20]1[CH:25]=[CH:24][CH:23]=[CH:22][CH:21]=1)([CH3:18])[CH3:17]. Given the product [Si:19]([O:3][CH2:2][C:1]([O:5][CH2:6][CH3:7])=[O:4])([C:16]([CH3:18])([CH3:17])[CH3:15])([C:26]1[CH:27]=[CH:28][CH:29]=[CH:30][CH:31]=1)[C:20]1[CH:25]=[CH:24][CH:23]=[CH:22][CH:21]=1, predict the reactants needed to synthesize it. (3) Given the product [O:16]1[CH:20]=[CH:19][C:18]([C:21]2[CH:22]=[C:23]([N:27]3[CH2:32][CH2:31][N:30]([C:8]([NH:7][C:3]4[CH:2]=[N:1][CH:6]=[CH:5][CH:4]=4)=[O:15])[CH2:29][CH2:28]3)[CH:24]=[CH:25][CH:26]=2)=[CH:17]1, predict the reactants needed to synthesize it. The reactants are: [N:1]1[CH:6]=[CH:5][CH:4]=[C:3]([NH:7][C:8](=[O:15])OCC(Cl)(Cl)Cl)[CH:2]=1.[O:16]1[CH:20]=[CH:19][C:18]([C:21]2[CH:22]=[C:23]([N:27]3[CH2:32][CH2:31][NH:30][CH2:29][CH2:28]3)[CH:24]=[CH:25][CH:26]=2)=[CH:17]1.C(N(C(C)C)CC)(C)C.O. (4) Given the product [Br:13][C:14]1[CH:20]=[CH:19][C:17]([NH:18][C@@H:3]([CH3:4])[CH2:2][C:1]([NH:6][C:7](=[O:12])[O:8][CH:9]([CH3:11])[CH3:10])=[O:5])=[CH:16][CH:15]=1, predict the reactants needed to synthesize it. The reactants are: [C:1]([NH:6][C:7](=[O:12])[O:8][CH:9]([CH3:11])[CH3:10])(=[O:5])/[CH:2]=[CH:3]/[CH3:4].[Br:13][C:14]1[CH:20]=[CH:19][C:17]([NH2:18])=[CH:16][CH:15]=1.